The task is: Predict which catalyst facilitates the given reaction.. This data is from Catalyst prediction with 721,799 reactions and 888 catalyst types from USPTO. (1) Reactant: [CH3:1][C:2]1[C:10]2[C:5](=[CH:6][C:7]([NH:11][C:12]3[N:13]=[C:14]([N:21]4[CH2:26][CH2:25][CH:24]([C:27]#[N:28])[CH2:23][CH2:22]4)[C:15]4[O:20][CH:19]=[CH:18][C:16]=4[N:17]=3)=[CH:8][CH:9]=2)[NH:4][N:3]=1.Cl.[NH2:30][OH:31].C([O-])(O)=O.[Na+]. Product: [OH:31][N:30]=[C:27]([CH:24]1[CH2:25][CH2:26][N:21]([C:14]2[C:15]3[O:20][CH:19]=[CH:18][C:16]=3[N:17]=[C:12]([NH:11][C:7]3[CH:6]=[C:5]4[C:10]([C:2]([CH3:1])=[N:3][NH:4]4)=[CH:9][CH:8]=3)[N:13]=2)[CH2:22][CH2:23]1)[NH2:28]. The catalyst class is: 5. (2) Reactant: [F:1][C:2]([F:26])([F:25])[C:3]1[N:4]=[C:5]([C:21]([F:24])([F:23])[F:22])[C:6]2[CH:12]=[CH:11][C:10]3=[N:13][C:14]([C:16]([O:18]CC)=O)=[CH:15][N:9]3[C:7]=2[N:8]=1.[NH2:27][NH2:28]. Product: [F:26][C:2]([F:25])([F:1])[C:3]1[N:4]=[C:5]([C:21]([F:22])([F:23])[F:24])[C:6]2[CH:12]=[CH:11][C:10]3=[N:13][C:14]([C:16]([NH:27][NH2:28])=[O:18])=[CH:15][N:9]3[C:7]=2[N:8]=1. The catalyst class is: 14. (3) Reactant: [CH3:1][C@@H:2]1[N:8]2[C:9]3[CH:10]=[C:11]([C:16]([O:18]CC)=[O:17])[CH:12]=[CH:13][C:14]=3[CH:15]=[C:7]2[C:6](=[O:21])[NH:5][CH2:4][CH2:3]1.[OH-].[Na+]. Product: [CH3:1][C@@H:2]1[N:8]2[C:9]3[CH:10]=[C:11]([C:16]([OH:18])=[O:17])[CH:12]=[CH:13][C:14]=3[CH:15]=[C:7]2[C:6](=[O:21])[NH:5][CH2:4][CH2:3]1. The catalyst class is: 8. (4) Reactant: [O:1]1[CH2:6][CH:5]=[C:4]([C:7]2[CH:8]=[C:9]([CH:13]=[CH:14][CH:15]=2)[C:10]([OH:12])=[O:11])[CH2:3][CH2:2]1.[H][H]. Product: [O:1]1[CH2:6][CH2:5][CH:4]([C:7]2[CH:8]=[C:9]([CH:13]=[CH:14][CH:15]=2)[C:10]([OH:12])=[O:11])[CH2:3][CH2:2]1. The catalyst class is: 29. (5) Product: [C:10]([OH:13])(=[O:12])[CH2:11][O:3][CH2:2][C:1]([O-:9])=[O:8].[Na+:14]. Reactant: [C:1]([OH:9])(=[O:8])[CH:2](CC(O)=O)[OH:3].[C:10]([O-:13])(=[O:12])[CH3:11].[Na+:14]. The catalyst class is: 15. (6) Reactant: [I:1][CH2:2][C@H:3]1[O:7][C@@H:6]([N:8]2[CH:16]=[C:14]([CH3:15])[C:12](=[O:13])[NH:11][C:9]2=[O:10])[CH2:5][C@H:4]1[OH:17].[C:18](OC(=O)C)(=[O:20])[CH3:19]. Product: [C:18]([O:17][C@H:4]1[C@@H:3]([CH2:2][I:1])[O:7][C@@H:6]([N:8]2[CH:16]=[C:14]([CH3:15])[C:12](=[O:13])[NH:11][C:9]2=[O:10])[CH2:5]1)(=[O:20])[CH3:19]. The catalyst class is: 17. (7) Reactant: [F:1][C:2]1[CH:10]=[CH:9][C:8]([N+:11]([O-:13])=[O:12])=[CH:7][C:3]=1[C:4]([OH:6])=[O:5].[CH3:14][C:15](OC(O[C:15]([CH3:17])([CH3:16])[CH3:14])N(C)C)([CH3:17])[CH3:16]. Product: [F:1][C:2]1[CH:10]=[CH:9][C:8]([N+:11]([O-:13])=[O:12])=[CH:7][C:3]=1[C:4]([O:6][C:15]([CH3:17])([CH3:16])[CH3:14])=[O:5]. The catalyst class is: 11. (8) Reactant: [N:1]1[CH:6]=[CH:5][CH:4]=[N:3][C:2]=1[C:7]1[CH:12]=[CH:11][C:10]([C:13]#[C:14][CH:15]=[O:16])=[CH:9][CH:8]=1.CCCC[N+](CCCC)(CCCC)CCCC.[FH:34].F.[F-]. Product: [F:34]/[C:13](/[C:10]1[CH:11]=[CH:12][C:7]([C:2]2[N:3]=[CH:4][CH:5]=[CH:6][N:1]=2)=[CH:8][CH:9]=1)=[CH:14]\[CH:15]=[O:16]. The catalyst class is: 13.